Dataset: Reaction yield outcomes from USPTO patents with 853,638 reactions. Task: Predict the reaction yield, written as a fraction of the theoretical maximum amount of product (1.0 means a 100% yield; for example, 0.34 means a 34% yield). (1) The reactants are [Br:1][C:2]1[CH:3]=[C:4]([NH:9][CH:10]2[CH2:15][CH2:14][N:13]([C@H:16]3[CH2:21][CH2:20][C@H:19]([O:22][CH2:23][CH3:24])[CH2:18][CH2:17]3)[CH2:12][CH2:11]2)[C:5]([NH2:8])=[CH:6][CH:7]=1.C(N(C(C)C)CC)(C)C.[Cl:34][C:35](Cl)([O:37]C(=O)OC(Cl)(Cl)Cl)Cl. The catalyst is ClCCl. The product is [ClH:34].[Br:1][C:2]1[CH:7]=[CH:6][C:5]2[NH:8][C:35](=[O:37])[N:9]([CH:10]3[CH2:15][CH2:14][N:13]([C@H:16]4[CH2:21][CH2:20][C@H:19]([O:22][CH2:23][CH3:24])[CH2:18][CH2:17]4)[CH2:12][CH2:11]3)[C:4]=2[CH:3]=1. The yield is 0.670. (2) The reactants are I([O-])(=O)(=O)=O.[Na+].[CH2:7]([N:9]1[C:15]2[CH:16]=[C:17]([N+:20]([O-:22])=[O:21])[CH:18]=[CH:19][C:14]=2[O:13][CH2:12][C:11](CO)([OH:23])[CH2:10]1)[CH3:8]. The catalyst is CC(C)=O.O.O1CCCC1. The product is [CH2:7]([N:9]1[C:15]2[CH:16]=[C:17]([N+:20]([O-:22])=[O:21])[CH:18]=[CH:19][C:14]=2[O:13][CH2:12][C:11](=[O:23])[CH2:10]1)[CH3:8]. The yield is 0.740. (3) The reactants are C(OC1N=NC(C#CC2C=CC(C(F)(F)F)=CN=2)=CC=1OCC1C=CC=CC=1)C1C=CC=CC=1.[CH2:35]([O:42][C:43]1[N:44]=[N:45][C:46]([C:57]#[CH:58])=[CH:47][C:48]=1[O:49][CH2:50][C:51]1[CH:56]=[CH:55][CH:54]=[CH:53][CH:52]=1)[C:36]1[CH:41]=[CH:40][CH:39]=[CH:38][CH:37]=1.I[C:60]1[CH:65]=[CH:64][C:63]([O:66][CH3:67])=[C:62]([O:68][CH3:69])[CH:61]=1. No catalyst specified. The product is [CH2:35]([O:42][C:43]1[N:44]=[N:45][C:46]([C:57]#[C:58][C:60]2[CH:65]=[CH:64][C:63]([O:66][CH3:67])=[C:62]([O:68][CH3:69])[CH:61]=2)=[CH:47][C:48]=1[O:49][CH2:50][C:51]1[CH:56]=[CH:55][CH:54]=[CH:53][CH:52]=1)[C:36]1[CH:37]=[CH:38][CH:39]=[CH:40][CH:41]=1. The yield is 0.170. (4) The product is [Br:22][C:9]1[S:8][C:7]2[C:2](=[O:1])[NH:3][CH:4]=[C:5]([C:11]#[N:12])[C:6]=2[CH:10]=1. The yield is 0.960. The catalyst is O. The reactants are [O:1]=[C:2]1[C:7]2[S:8][CH:9]=[CH:10][C:6]=2[C:5]([C:11]#[N:12])=[CH:4][NH:3]1.C(O)(=O)C.CN(C=O)C.[Br:22]N1C(=O)CCC1=O.C(=O)(O)[O-].[Na+]. (5) The reactants are [CH3:1][O:2][C:3]([C:5]1([C:8]2[CH:13]=[CH:12][C:11]([O:14]C)=[C:10]([N+:16]([O-:18])=[O:17])[CH:9]=2)[CH2:7][CH2:6]1)=[O:4].B(Br)(Br)Br.O. The catalyst is C(Cl)Cl. The product is [CH3:1][O:2][C:3]([C:5]1([C:8]2[CH:13]=[CH:12][C:11]([OH:14])=[C:10]([N+:16]([O-:18])=[O:17])[CH:9]=2)[CH2:6][CH2:7]1)=[O:4]. The yield is 0.780.